Task: Predict the product of the given reaction.. Dataset: Forward reaction prediction with 1.9M reactions from USPTO patents (1976-2016) (1) Given the reactants Br[C:2]1[CH:3]=[CH:4][C:5]([O:25][CH3:26])=[C:6]([S:8]([NH:11][C@H:12]([CH2:15][C:16]2[C:24]3[C:19](=[CH:20][CH:21]=[CH:22][CH:23]=3)[NH:18][CH:17]=2)[CH2:13][OH:14])(=[O:10])=[O:9])[CH:7]=1.[CH3:27][O:28][C:29]1[CH:30]=[C:31](B(O)O)[CH:32]=[C:33]([O:37][CH3:38])[C:34]=1[O:35][CH3:36].C(=O)([O-])[O-].[Na+].[Na+], predict the reaction product. The product is: [OH:14][CH2:13][C@H:12]([NH:11][S:8]([C:6]1[CH:7]=[C:2]([C:31]2[CH:32]=[C:33]([O:37][CH3:38])[C:34]([O:35][CH3:36])=[C:29]([O:28][CH3:27])[CH:30]=2)[CH:3]=[CH:4][C:5]=1[O:25][CH3:26])(=[O:10])=[O:9])[CH2:15][C:16]1[C:24]2[C:19](=[CH:20][CH:21]=[CH:22][CH:23]=2)[NH:18][CH:17]=1. (2) Given the reactants [CH3:1][O:2][C:3](=[O:17])[C:4]1[CH:9]=[C:8]([N+:10]([O-])=O)[CH:7]=[C:6]([S:13]([CH3:16])(=[O:15])=[O:14])[CH:5]=1, predict the reaction product. The product is: [CH3:1][O:2][C:3](=[O:17])[C:4]1[CH:5]=[C:6]([S:13]([CH3:16])(=[O:15])=[O:14])[CH:7]=[C:8]([NH2:10])[CH:9]=1. (3) The product is: [F:1][C:2]1[CH:9]=[C:8](/[CH:10]=[CH:11]/[B:12]2[O:16][C:15]([CH3:18])([CH3:17])[C:14]([CH3:20])([CH3:19])[O:13]2)[CH:7]=[CH:6][C:3]=1[CH2:4][N:21]1[CH2:26][CH2:25][O:24][CH2:23][CH2:22]1. Given the reactants [F:1][C:2]1[CH:9]=[C:8](/[CH:10]=[CH:11]/[B:12]2[O:16][C:15]([CH3:18])([CH3:17])[C:14]([CH3:20])([CH3:19])[O:13]2)[CH:7]=[CH:6][C:3]=1[CH:4]=O.[NH:21]1[CH2:26][CH2:25][O:24][CH2:23][CH2:22]1.[BH-](OC(C)=O)(OC(C)=O)OC(C)=O.[Na+].CC(O)=O, predict the reaction product. (4) Given the reactants [CH3:1][N:2]1[C:10]2[C:5](=[CH:6][CH:7]=[CH:8][C:9]=2[CH3:11])[C:4]([CH:12]=O)=[C:3]1[CH3:14].[CH3:15][N:16]1C2C(=CC=CC=2)C(C)=C1C=O, predict the reaction product. The product is: [CH3:15][NH:16][CH2:12][C:4]1[C:5]2[C:10](=[C:9]([CH3:11])[CH:8]=[CH:7][CH:6]=2)[N:2]([CH3:1])[C:3]=1[CH3:14]. (5) Given the reactants [H-].[Na+].Cl[CH2:4][C:5]([N:7]([CH:15]1[CH2:20][CH2:19][N:18]([C@@H:21]2[CH2:25][CH2:24][C@H:23]([CH2:26][O:27][CH2:28][CH3:29])[CH2:22]2)[CH2:17][CH2:16]1)[C@H:8]1[CH2:13][CH2:12][CH2:11][CH2:10][C@@H:9]1[OH:14])=[O:6], predict the reaction product. The product is: [CH2:28]([O:27][CH2:26][C@H:23]1[CH2:24][CH2:25][C@@H:21]([N:18]2[CH2:19][CH2:20][CH:15]([N:7]3[C:5](=[O:6])[CH2:4][O:14][C@H:9]4[CH2:10][CH2:11][CH2:12][CH2:13][C@H:8]34)[CH2:16][CH2:17]2)[CH2:22]1)[CH3:29].